The task is: Predict the product of the given reaction.. This data is from Forward reaction prediction with 1.9M reactions from USPTO patents (1976-2016). (1) Given the reactants C[O-].[Na+].[CH3:4][CH:5]1[C:13]2[O:12][N:11]=[CH:10][C:9]=2[CH2:8][C:7]2([C:27]3[CH:32]=[CH:31][CH:30]=[CH:29][CH:28]=3)[C:14]3[C:18]([CH2:19][CH2:20][CH:6]12)=[C:17]([C:21]1[CH:26]=[CH:25][CH:24]=[CH:23][CH:22]=1)[NH:16][N:15]=3, predict the reaction product. The product is: [CH3:4][CH:5]1[CH:6]2[CH2:20][CH2:19][C:18]3[C:14]([C:7]2([C:27]2[CH:32]=[CH:31][CH:30]=[CH:29][CH:28]=2)[CH2:8][CH:9]([C:10]#[N:11])[C:13]1=[O:12])=[N:15][NH:16][C:17]=3[C:21]1[CH:22]=[CH:23][CH:24]=[CH:25][CH:26]=1. (2) Given the reactants Br[C:2]1[S:10][C:9]2[C:4](=[N:5][CH:6]=[CH:7][C:8]=2[O:11][C:12]2[CH:17]=[CH:16][C:15]([N+:18]([O-:20])=[O:19])=[CH:14][CH:13]=2)[CH:3]=1.[CH3:21][C:22]1[CH:23]=[N:24][NH:25][CH:26]=1.CN[C@@H]1CCCC[C@H]1NC.C([O-])([O-])=O.[K+].[K+].[N].[N], predict the reaction product. The product is: [CH3:21][C:22]1[CH:23]=[N:24][N:25]([C:2]2[S:10][C:9]3[C:4](=[N:5][CH:6]=[CH:7][C:8]=3[O:11][C:12]3[CH:17]=[CH:16][C:15]([N+:18]([O-:20])=[O:19])=[CH:14][CH:13]=3)[CH:3]=2)[CH:26]=1. (3) Given the reactants [C:1]([C:3]1[C:11]2[C:6](=[CH:7][CH:8]=[C:9]([N+:12]([O-])=O)[CH:10]=2)[N:5]([CH:15]2[CH2:20][CH2:19][N:18]([C:21]([O:23][C:24]([CH3:27])([CH3:26])[CH3:25])=[O:22])[CH2:17][CH2:16]2)[CH:4]=1)#[N:2].[Cl-].[NH4+].O, predict the reaction product. The product is: [NH2:12][C:9]1[CH:10]=[C:11]2[C:6](=[CH:7][CH:8]=1)[N:5]([CH:15]1[CH2:20][CH2:19][N:18]([C:21]([O:23][C:24]([CH3:25])([CH3:27])[CH3:26])=[O:22])[CH2:17][CH2:16]1)[CH:4]=[C:3]2[C:1]#[N:2]. (4) Given the reactants [CH:1]1([O:7][CH2:8][C@H:9]2[CH2:14][C@H:13]([C:15](=[O:22])[CH2:16][C:17](OCC)=[O:18])[CH2:12][CH2:11][N:10]2[C:23]([O:25][CH3:26])=[O:24])[CH2:6][CH2:5][CH2:4][CH2:3][CH2:2]1.[OH-].[Na+].[NH2:29]O.Cl, predict the reaction product. The product is: [CH:1]1([O:7][CH2:8][C@H:9]2[CH2:14][C@H:13]([C:15]3[O:22][NH:29][C:17](=[O:18])[CH:16]=3)[CH2:12][CH2:11][N:10]2[C:23]([O:25][CH3:26])=[O:24])[CH2:6][CH2:5][CH2:4][CH2:3][CH2:2]1. (5) Given the reactants [S:1]1[C:5]([C@:6]([C@@H:14]2[CH2:19][CH2:18][CH2:17][N:16](C(OC(C)(C)C)=O)[CH2:15]2)([OH:13])[CH2:7][CH2:8][CH2:9][CH2:10][O:11][CH3:12])=[CH:4][C:3]2[CH:27]=[CH:28][CH:29]=[CH:30][C:2]1=2.[OH-].[Na+], predict the reaction product. The product is: [S:1]1[C:5]([C@:6]([C@@H:14]2[CH2:19][CH2:18][CH2:17][NH:16][CH2:15]2)([OH:13])[CH2:7][CH2:8][CH2:9][CH2:10][O:11][CH3:12])=[CH:4][C:3]2[CH:27]=[CH:28][CH:29]=[CH:30][C:2]1=2.